Dataset: Catalyst prediction with 721,799 reactions and 888 catalyst types from USPTO. Task: Predict which catalyst facilitates the given reaction. (1) Reactant: [CH:1]1([N:5]2[CH2:10][CH2:9][CH:8]([O:11][CH:12]3[CH2:17][CH2:16][NH:15][CH2:14][CH2:13]3)[CH2:7][CH2:6]2)[CH2:4][CH2:3][CH2:2]1.[F:18][C:19]1[CH:20]=[C:21]([CH:24]=[CH:25][C:26]=1F)[C:22]#[N:23].C(=O)([O-])[O-].[K+].[K+]. Product: [CH:1]1([N:5]2[CH2:10][CH2:9][CH:8]([O:11][CH:12]3[CH2:17][CH2:16][N:15]([C:26]4[CH:25]=[CH:24][C:21]([C:22]#[N:23])=[CH:20][C:19]=4[F:18])[CH2:14][CH2:13]3)[CH2:7][CH2:6]2)[CH2:4][CH2:3][CH2:2]1. The catalyst class is: 16. (2) Reactant: C(OC([NH:8][CH2:9][CH2:10][CH2:11][N:12]1[C:21]2[CH:20]=[C:19]([C:22](O)=[O:23])[CH:18]=[CH:17][C:16]=2[C:15]2=[N:25][N:26](C3CCCCO3)[C:27]([CH3:28])=[C:14]2[C:13]1=[O:35])=O)(C)(C)C.C(N(C(C)C)CC)(C)C.[CH3:45][N:46]([CH3:50])[CH2:47][CH2:48][NH2:49].CN(C(ON1N=NC2C=CC=NC1=2)=[N+](C)C)C.F[P-](F)(F)(F)(F)F. Product: [CH3:45][N:46]([CH3:50])[CH2:47][CH2:48][NH:49][C:22]([C:19]1[CH:18]=[CH:17][C:16]2[C:15]3[C:14](=[C:27]([CH3:28])[NH:26][N:25]=3)[C:13](=[O:35])[N:12]([CH2:11][CH2:10][CH2:9][NH2:8])[C:21]=2[CH:20]=1)=[O:23]. The catalyst class is: 4. (3) Reactant: [OH:1][C:2]1[CH:10]=[CH:9][C:5]([C:6]([NH2:8])=[O:7])=[CH:4][CH:3]=1.[C:11]([O:15][C:16]([N:18]1[CH2:23][CH2:22][CH:21]([N:24]2[C:28]3=[N:29][CH:30]=[N:31][C:32](Cl)=[C:27]3[CH:26]=[N:25]2)[CH2:20][CH2:19]1)=[O:17])([CH3:14])([CH3:13])[CH3:12].C(=O)([O-])[O-].[K+].[K+].C(=O)([O-])[O-].[Na+].[Na+]. Product: [C:11]([O:15][C:16]([N:18]1[CH2:19][CH2:20][CH:21]([N:24]2[C:28]3=[N:29][CH:30]=[N:31][C:32]([O:1][C:2]4[CH:10]=[CH:9][C:5]([C:6](=[O:7])[NH2:8])=[CH:4][CH:3]=4)=[C:27]3[CH:26]=[N:25]2)[CH2:22][CH2:23]1)=[O:17])([CH3:14])([CH3:12])[CH3:13]. The catalyst class is: 9. (4) Reactant: C(OC(=O)[NH:7][C@H:8]([CH2:31][C:32]1[CH:37]=[C:36]([F:38])[C:35]([F:39])=[CH:34][C:33]=1[F:40])[CH2:9][C:10]([N:12]1[CH2:17][CH2:16][N:15]2[C:18]([C:27]([F:30])([F:29])[F:28])=[N:19][C:20]([C:21](=[O:26])[NH:22][CH:23]3[CH2:25][CH2:24]3)=[C:14]2[CH2:13]1)=[O:11])(C)(C)C.[ClH:42]. Product: [ClH:42].[CH:23]1([NH:22][C:21]([C:20]2[N:19]=[C:18]([C:27]([F:28])([F:30])[F:29])[N:15]3[CH2:16][CH2:17][N:12]([C:10](=[O:11])[CH2:9][C@H:8]([NH2:7])[CH2:31][C:32]4[CH:37]=[C:36]([F:38])[C:35]([F:39])=[CH:34][C:33]=4[F:40])[CH2:13][C:14]=23)=[O:26])[CH2:25][CH2:24]1. The catalyst class is: 13.